From a dataset of Catalyst prediction with 721,799 reactions and 888 catalyst types from USPTO. Predict which catalyst facilitates the given reaction. (1) Reactant: [CH3:1][C:2]1[C:3]([N:8](COCCOC)[S:9]([C:12]2[S:13][C:14]([CH3:47])=[CH:15][C:16]=2[C:17]2[CH:22]=[CH:21][C:20]([CH2:23][N:24]3[C:32]4[CH:31]=[C:30]([CH3:33])[N:29]=[C:28]([CH3:34])[C:27]=4[C:26]([CH2:35][N:36]4[C:40]([CH3:41])=[CH:39][C:38]([CH3:42])=[N:37]4)=[N:25]3)=[CH:19][C:18]=2[CH2:43][O:44][CH2:45][CH3:46])(=[O:11])=[O:10])=[N:4][O:5][C:6]=1[CH3:7].C(O)C.Cl.C(=O)(O)[O-].[Na+]. Product: [CH3:1][C:2]1[C:3]([NH:8][S:9]([C:12]2[S:13][C:14]([CH3:47])=[CH:15][C:16]=2[C:17]2[CH:22]=[CH:21][C:20]([CH2:23][N:24]3[C:32]4[CH:31]=[C:30]([CH3:33])[N:29]=[C:28]([CH3:34])[C:27]=4[C:26]([CH2:35][N:36]4[C:40]([CH3:41])=[CH:39][C:38]([CH3:42])=[N:37]4)=[N:25]3)=[CH:19][C:18]=2[CH2:43][O:44][CH2:45][CH3:46])(=[O:10])=[O:11])=[N:4][O:5][C:6]=1[CH3:7]. The catalyst class is: 6. (2) Reactant: [OH-].[Na+].[CH3:3][C:4]([C:11]#[C:12][S:13]([C:16]1[C:25]([CH3:26])=[CH:24][C:23]2[C:22]([CH3:28])([CH3:27])[CH2:21][CH2:20][C:19]([CH3:30])([CH3:29])[C:18]=2[CH:17]=1)(=[O:15])=[O:14])=[CH:5][C:6]([O:8]CC)=[O:7].C(OCC)C.O.Cl. Product: [CH3:3][C:4]([C:11]#[C:12][S:13]([C:16]1[C:25]([CH3:26])=[CH:24][C:23]2[C:22]([CH3:28])([CH3:27])[CH2:21][CH2:20][C:19]([CH3:30])([CH3:29])[C:18]=2[CH:17]=1)(=[O:15])=[O:14])=[CH:5][C:6]([OH:8])=[O:7]. The catalyst class is: 1. (3) Reactant: [NH:1]1[C:9]2[C:4](=[CH:5][C:6]([C:10]([O:12][CH3:13])=[O:11])=[CH:7][CH:8]=2)[CH:3]=[N:2]1.[OH-].[Na+].C1C(=O)N([Br:23])C(=O)C1. The catalyst class is: 3. Product: [Br:23][C:3]1[C:4]2[C:9](=[CH:8][CH:7]=[C:6]([C:10]([O:12][CH3:13])=[O:11])[CH:5]=2)[NH:1][N:2]=1. (4) Reactant: [NH2:1][C:2]1[CH:3]=[C:4]([N:16]([CH3:20])[C:17](=[O:19])[CH3:18])[CH:5]=[CH:6][C:7]=1[NH:8][CH2:9][CH:10]1[CH2:15][CH2:14][O:13][CH2:12][CH2:11]1.[OH:21][C:22]([CH3:27])([CH3:26])[C:23](O)=O.C(N(C(C)C)CC)(C)C.CN(C(ON1N=NC2C=CC=NC1=2)=[N+](C)C)C.F[P-](F)(F)(F)(F)F. Product: [OH:21][C:22]([C:27]1[N:8]([CH2:9][CH:10]2[CH2:11][CH2:12][O:13][CH2:14][CH2:15]2)[C:7]2[CH:6]=[CH:5][C:4]([N:16]([CH3:20])[C:17](=[O:19])[CH3:18])=[CH:3][C:2]=2[N:1]=1)([CH3:26])[CH3:23]. The catalyst class is: 3.